Dataset: Reaction yield outcomes from USPTO patents with 853,638 reactions. Task: Predict the reaction yield, written as a fraction of the theoretical maximum amount of product (1.0 means a 100% yield; for example, 0.34 means a 34% yield). The reactants are [CH:1]1([NH2:5])[CH2:4][CH2:3][CH2:2]1.C(O)(=O)C.C([BH3-])#N.[Na+].[CH2:14]([O:16][C:17](=[O:27])[C:18]([CH:25]=O)([CH3:24])[CH2:19][CH2:20][CH:21]([CH3:23])[CH3:22])[CH3:15]. The catalyst is C(O)C. The product is [CH2:14]([O:16][C:17](=[O:27])[C:18]([CH2:24][NH:5][CH:1]1[CH2:4][CH2:3][CH2:2]1)([CH3:25])[CH2:19][CH2:20][CH:21]([CH3:22])[CH3:23])[CH3:15]. The yield is 0.480.